From a dataset of Drug-target binding data from BindingDB using IC50 measurements. Regression. Given a target protein amino acid sequence and a drug SMILES string, predict the binding affinity score between them. We predict pIC50 (pIC50 = -log10(IC50 in M); higher means more potent). Dataset: bindingdb_ic50. (1) The target protein (O70342) has sequence MEVKLEEHFNKTFVTENNTAASQNTASPAWEDYRGTENNTSAARNTAFPVWEDYRGSVDDLQYFLIGLYTFVSLLGFMGNLLILMAVMKKRNQKTTVNFLIGNLAFSDILVVLFCSPFTLTSVLLDQWMFGKAMCHIMPFLQCVSVLVSTLILISIAIVRYHMIKHPISNNLTANHGYFLIATVWTLGFAICSPLPVFHSLVELKETFGSALLSSKYLCVESWPSDSYRIAFTISLLLVQYILPLVCLTVSHTSVCRSISCGLSHKENRLEENEMINLTLHPSKKSRDQAKPPSTQKWSYSFIRKHRRRYSKKTACVLPAPAGPSQEKHLTVPENPGSVRSQLSPSSKVIPGVPICFEVKPEESSDAQEMRVKRSLTRIKKRSRSVFYRLTILILVFAVSWMPLHVFHVVTDFNDNLISNRHFKLVYCICHLLGMMSCCLNPILYGFLNNGIKADLRALIHCLHMS. The pIC50 is 6.5. The drug is CCS(=O)(=O)c1ccc2oc(Nc3ccc(N4C[C@H](C)O[C@H](C)C4)nc3)nc2c1. (2) The small molecule is COc1ccc(Nc2ncnc3cc(OC(C)C)c4c(c23)OCCO4)cc1[N+](=O)[O-]. The target protein sequence is MRPSGTAGAALLALLAALCPASRALEEKKVCQGTSNKLTQLGTFEDHFLSLQRMFNNCEVVLGNLEITYVQRNYDLSFLKTIQEVAGYVLIALNTVERIPLENLQIIRGNMYYENSYALAVLSNYDANKTGLKELPMRNLQEILHGAVRFSNNPALCNVESIQWRDIVSSDFLSNMSMDFQNHLGSCQKCDPSCPNGSCWGAGEENCQKLTKIICAQQCSGRCRGKSPSDCCHNQCAAGCTGPRESDCLVCRKFRDEATCKDTCPPLMLYNPTTYQMDVNPEGKYSFGATCVKKCPRNYVVTDHGSCVRACGADSYEMEEDGVRKCKKCEGPCRKVCNGIGIGEFKDSLSINATNIKHFKNCTSISGDLHILPVAFRGDSFTHTPPLDPQELDILKTVKEITGFLLIQAWPENRTDLHAFENLEIIRGRTKQHGQFSLAVVSLNITSLGLRSLKEISDGDVIISGNKNLCYANTINWKKLFGTSGQKTKIISNRGENSCK.... The pIC50 is 6.0. (3) The small molecule is CCCCCCCCCCCCCCCCCCOCC(CNS(=O)(=O)c1ccc(C)cc1)NC(C)=O. The target protein (Q5R387) has sequence MKVIAILTLLLFCSPTHSSFWQFQRRVKHITGRSAFFSYYGYGCYCGLGDKGIPVDDTDRHSPSSPSPYEKLKEFSCQPVLNSYQFHIVNGAVVCGCTLGPGASCHCRLKACECDKQSVHCFKESLPTYEKNFKQFSSQPRCGRHKPWC. The pIC50 is 3.7. (4) The small molecule is COc1cc(CN2CCc3c(oc4nc(N)nc(N)c34)C2)cc(OC)c1. The target protein sequence is MTRAEVGLVWAQSTSGVIGRGGDIPWSVPEDLTRFKEVTMGHTVIMGRRTWESLPAKVRPLPGRRNVVVSRRPDFVAEGARVAGSLEAALAYAGSDPAPWVIGGAQIYLLALPHATRCEVTEIEIDLRRDDDDALAPALDDSWVGETGEWLASRSGLRYRFHSYRRDPRSSVRGCSPSRPS. The pIC50 is 4.7. (5) The small molecule is O=c1c(Cc2cccc(C(F)(F)F)c2)c(O)n(-c2ccc(Cl)cc2)n1-c1ccc(Cl)cc1. The target protein (P0A749) has sequence MDKFRVQGPTKLQGEVTISGAKNAALPILFAALLAEEPVEIQNVPKLKDVDTSMKLLSQLGAKVERNGSVHIDARDVNVFCAPYDLVKTMRASIWALGPLVARFGQGQVSLPGGCTIGARPVDLHISGLEQLGATIKLEEGYVKASVDGRLKGAHIVMDKVSVGATVTIMCAATLAEGTTIIENAAREPEIVDTANFLITLGAKISGQGTDRIVIEGVERLGGGVYRVLPDRIETGTFLVAAAISRGKIICRNAQPDTLDAVLAKLRDAGADIEVGEDWISLDMHGKRPKAVNVRTAPHPAFPTDMQAQFTLLNLVAEGTGFITETVFENRFMHVPELSRMGAHAEIESNTVICHGVEKLSGAQVMATDLRASASLVLAGCIAEGTTVVDRIYHIDRGYERIEDKLRALGANIERVKGE. The pIC50 is 4.3.